From a dataset of Forward reaction prediction with 1.9M reactions from USPTO patents (1976-2016). Predict the product of the given reaction. (1) Given the reactants C[O:2][C:3]([C:5]1[S:6][C:7]2[CH:8]([NH:25][C:26](=[O:28])[CH3:27])[CH2:9][O:10][C:11]3[CH:18]=[CH:17][C:16]([C:19]#[C:20][C:21]([OH:24])([CH3:23])[CH3:22])=[CH:15][C:12]=3[C:13]=2[N:14]=1)=O.CO.[NH3:31], predict the reaction product. The product is: [C:26]([NH:25][CH:8]1[C:7]2[S:6][C:5]([C:3]([NH2:31])=[O:2])=[N:14][C:13]=2[C:12]2[CH:15]=[C:16]([C:19]#[C:20][C:21]([OH:24])([CH3:22])[CH3:23])[CH:17]=[CH:18][C:11]=2[O:10][CH2:9]1)(=[O:28])[CH3:27]. (2) Given the reactants [CH:1]1([O:6][C:7]2[CH:12]=[C:11]([CH3:13])[C:10]([C:14](=[O:16])[CH3:15])=[C:9]([CH3:17])[CH:8]=2)[CH2:5][CH2:4][CH2:3][CH2:2]1.[Br-:18].[Br-].[Br-].C([N+](CCCC)(CCCC)CCCC)CCC.C([N+](CCCC)(CCCC)CCCC)CCC.C([N+](CCCC)(CCCC)CCCC)CCC, predict the reaction product. The product is: [Br:18][CH2:15][C:14]([C:10]1[C:11]([CH3:13])=[CH:12][C:7]([O:6][CH:1]2[CH2:5][CH2:4][CH2:3][CH2:2]2)=[CH:8][C:9]=1[CH3:17])=[O:16]. (3) Given the reactants [CH:1]1([CH2:4][O:5][C:6]2[N:11]=[C:10]([C:12]([OH:14])=O)[CH:9]=[N:8][C:7]=2[N:15]2[CH2:18][C:17]([F:20])([F:19])[CH2:16]2)[CH2:3][CH2:2]1.[C:21]([NH:25][CH3:26])([CH3:24])([CH3:23])[CH3:22], predict the reaction product. The product is: [C:21]([N:25]([CH3:26])[C:12]([C:10]1[CH:9]=[N:8][C:7]([N:15]2[CH2:18][C:17]([F:20])([F:19])[CH2:16]2)=[C:6]([O:5][CH2:4][CH:1]2[CH2:2][CH2:3]2)[N:11]=1)=[O:14])([CH3:24])([CH3:23])[CH3:22]. (4) Given the reactants [H-].[Na+].[C:3]([O:7][CH3:8])(=[O:6])[CH2:4][OH:5].Cl[C:10]([C:14]([CH3:17])([CH3:16])[CH3:15])=[CH:11][C:12]#[N:13].O, predict the reaction product. The product is: [NH2:13][C:12]1[CH:11]=[C:10]([C:14]([CH3:17])([CH3:16])[CH3:15])[O:5][C:4]=1[C:3]([O:7][CH3:8])=[O:6]. (5) Given the reactants P(Br)(Br)[Br:2].[O:5]1[CH2:10][CH:9]=[C:8]([C:11]2[C:20]3[C:15](=[CH:16][CH:17]=[CH:18][CH:19]=3)[C:14](=[O:21])[O:13][C:12]=2[CH:22](O)[CH3:23])[CH2:7][CH2:6]1, predict the reaction product. The product is: [Br:2][CH:22]([C:12]1[O:13][C:14](=[O:21])[C:15]2[C:20]([C:11]=1[C:8]1[CH2:7][CH2:6][O:5][CH2:10][CH:9]=1)=[CH:19][CH:18]=[CH:17][CH:16]=2)[CH3:23]. (6) Given the reactants [C:1]([O:5][C:6]([N:8]1[CH2:13][CH2:12][CH:11]([C:14]([OH:16])=O)[CH2:10][CH2:9]1)=[O:7])([CH3:4])([CH3:3])[CH3:2].C1C=NC2N(O)N=NC=2C=1.Cl.[CH:28]([N:31]1[CH2:36][CH2:35][NH:34][CH2:33][C@@H:32]1[CH3:37])([CH3:30])[CH3:29].C(N(CC)C(C)C)(C)C, predict the reaction product. The product is: [CH:28]([N:31]1[CH2:36][CH2:35][N:34]([C:14]([CH:11]2[CH2:10][CH2:9][N:8]([C:6]([O:5][C:1]([CH3:2])([CH3:3])[CH3:4])=[O:7])[CH2:13][CH2:12]2)=[O:16])[CH2:33][C@@H:32]1[CH3:37])([CH3:30])[CH3:29]. (7) Given the reactants Br[C:2]1[CH:7]=[CH:6][CH:5]=[CH:4][C:3]=1[CH2:8][C:9]([OH:11])=[O:10].[CH3:12][O:13][C:14]1[C:20]([F:21])=[CH:19][CH:18]=[CH:17][C:15]=1[NH2:16], predict the reaction product. The product is: [CH3:12][O:13][C:14]1[C:20]([F:21])=[CH:19][CH:18]=[CH:17][C:15]=1[NH:16][C:2]1[CH:7]=[CH:6][CH:5]=[CH:4][C:3]=1[CH2:8][C:9]([OH:11])=[O:10]. (8) Given the reactants [NH:1]1[C:5]2[CH:6]=[CH:7][C:8]([C:10]([O:12][CH3:13])=[O:11])=[CH:9][C:4]=2[N:3]=[CH:2]1.[CH3:14][O:15][C:16]1[CH:21]=[CH:20][C:19](B(O)O)=[CH:18][CH:17]=1.N1C=CC=CC=1, predict the reaction product. The product is: [CH3:14][O:15][C:16]1[CH:21]=[CH:20][C:19]([N:3]2[C:4]3[CH:9]=[C:8]([C:10]([O:12][CH3:13])=[O:11])[CH:7]=[CH:6][C:5]=3[N:1]=[CH:2]2)=[CH:18][CH:17]=1.